Dataset: Reaction yield outcomes from USPTO patents with 853,638 reactions. Task: Predict the reaction yield, written as a fraction of the theoretical maximum amount of product (1.0 means a 100% yield; for example, 0.34 means a 34% yield). The reactants are Br[C:2]1[CH:3]=[C:4]([O:8][CH3:9])[CH:5]=[CH:6][CH:7]=1.[B:10](OC(C)C)([O:15]C(C)C)[O:11]C(C)C. No catalyst specified. The product is [CH3:9][O:8][C:4]1[CH:3]=[C:2]([B:10]([OH:15])[OH:11])[CH:7]=[CH:6][CH:5]=1. The yield is 0.820.